Dataset: Forward reaction prediction with 1.9M reactions from USPTO patents (1976-2016). Task: Predict the product of the given reaction. (1) Given the reactants [CH2:1]([N:8]=[C:9]=[O:10])[C:2]1[CH:7]=[CH:6][CH:5]=[CH:4][CH:3]=1.[C:11]([O:15][C:16](=[O:25])[NH:17][C:18]1[CH:23]=[CH:22][C:21]([NH2:24])=[CH:20][CH:19]=1)([CH3:14])([CH3:13])[CH3:12], predict the reaction product. The product is: [C:11]([O:15][C:16](=[O:25])[NH:17][C:18]1[CH:19]=[CH:20][C:21]([NH:24][C:9]([NH:8][CH2:1][C:2]2[CH:7]=[CH:6][CH:5]=[CH:4][CH:3]=2)=[O:10])=[CH:22][CH:23]=1)([CH3:14])([CH3:12])[CH3:13]. (2) Given the reactants S(Cl)(Cl)=O.[C:5]1([C:11]2[N:12]=[CH:13][S:14][C:15]=2C(O)=O)[CH:10]=[CH:9][CH:8]=[CH:7][CH:6]=1.[N-:19]=[N+]=[N-].[Na+].C([O:25][CH2:26]C)C, predict the reaction product. The product is: [N:12]1[C:11]2[C:5]3[CH:6]=[CH:7][CH:8]=[CH:9][C:10]=3[C:26](=[O:25])[NH:19][C:15]=2[S:14][CH:13]=1. (3) Given the reactants [OH:1][CH2:2][C:3]1[N:4]=[C:5]2[C:10]([N:11]3[CH2:16][CH2:15][O:14][CH2:13][CH2:12]3)=[N:9][CH:8]=[C:7]([C:17]3[CH:18]=[CH:19][C:20]([C:23]#[N:24])=[N:21][CH:22]=3)[N:6]2[CH:25]=1.[N-:26]=[N+:27]=[N-:28].[Na+].Cl.C(N(CC)CC)C, predict the reaction product. The product is: [NH:26]1[C:23]([C:20]2[N:21]=[CH:22][C:17]([C:7]3[N:6]4[CH:25]=[C:3]([CH2:2][OH:1])[N:4]=[C:5]4[C:10]([N:11]4[CH2:16][CH2:15][O:14][CH2:13][CH2:12]4)=[N:9][CH:8]=3)=[CH:18][CH:19]=2)=[N:24][N:28]=[N:27]1. (4) Given the reactants CO[C:3](=[O:31])[CH2:4][CH2:5][C:6]1[CH:15]=[C:14]2[C:9]([C:10]([C:16]3[C:20]([C:21]4[CH:26]=[CH:25][CH:24]=[C:23]([CH3:27])[N:22]=4)=[N:19][N:18]4[CH2:28][CH2:29][CH2:30][C:17]=34)=[CH:11][CH:12]=[N:13]2)=[CH:8][CH:7]=1.[CH3:32][NH:33][CH3:34].CO.C[Al](C)C.CCCCCC.C(C(C(C([O-])=O)O)O)([O-])=O.[Na+].[K+], predict the reaction product. The product is: [CH3:32][N:33]([CH3:34])[C:3](=[O:31])[CH2:4][CH2:5][C:6]1[CH:15]=[C:14]2[C:9]([C:10]([C:16]3[C:20]([C:21]4[CH:26]=[CH:25][CH:24]=[C:23]([CH3:27])[N:22]=4)=[N:19][N:18]4[CH2:28][CH2:29][CH2:30][C:17]=34)=[CH:11][CH:12]=[N:13]2)=[CH:8][CH:7]=1.